This data is from Blood-brain barrier permeability classification from the B3DB database. The task is: Regression/Classification. Given a drug SMILES string, predict its absorption, distribution, metabolism, or excretion properties. Task type varies by dataset: regression for continuous measurements (e.g., permeability, clearance, half-life) or binary classification for categorical outcomes (e.g., BBB penetration, CYP inhibition). Dataset: b3db_classification. (1) The compound is O[C@H](CN1CCCCC1)c1cc(-c2ccccc2)on1. The result is 1 (penetrates BBB). (2) The compound is CCc1c(OC)nc2nc(C(=O)c3ccccc3)cn2c1C. The result is 1 (penetrates BBB). (3) The molecule is O=C(NCCCCN1CCC(Nc2cccc(C(F)(F)F)c2)CC1)c1ccc(Br)cc1. The result is 1 (penetrates BBB).